This data is from Forward reaction prediction with 1.9M reactions from USPTO patents (1976-2016). The task is: Predict the product of the given reaction. (1) The product is: [NH:25]=[C:18]([N:19]1[CH2:20][CH2:21][O:22][CH2:23][CH2:24]1)[C:14]1[CH:13]=[CH:12][CH:11]=[C:10]2[C:15]=1[CH2:16][CH2:17][NH:8][CH2:9]2. Given the reactants C(OC([N:8]1[CH2:17][CH2:16][C:15]2[C:10](=[CH:11][CH:12]=[CH:13][C:14]=2[C:18](=[NH:25])[N:19]2[CH2:24][CH2:23][O:22][CH2:21][CH2:20]2)[CH2:9]1)=O)(C)(C)C, predict the reaction product. (2) Given the reactants [I:1][C:2]1[S:6][C:5]([CH3:7])=[C:4]([CH2:8][C:9]2[CH:14]=[CH:13][C:12]([OH:15])=[CH:11][CH:10]=2)[CH:3]=1.[CH3:16][C:17]([Si:20](Cl)([CH3:22])[CH3:21])([CH3:19])[CH3:18].N1C=CN=C1, predict the reaction product. The product is: [C:17]([Si:20]([O:15][C:12]1[CH:13]=[CH:14][C:9]([CH2:8][C:4]2[CH:3]=[C:2]([I:1])[S:6][C:5]=2[CH3:7])=[CH:10][CH:11]=1)([CH3:22])[CH3:21])([CH3:19])([CH3:18])[CH3:16]. (3) Given the reactants [N+](C(C)C(OC(=O)C)[CH2:6][CH2:7][C:8]1[CH:13]=[CH:12][CH:11]=[CH:10][CH:9]=1)([O-])=O.[N+:19]([CH2:21][C:22]([O:24][CH2:25][CH3:26])=[O:23])#[C-:20].[CH2:27]1[CH2:37]CN2C(=NCCC2)C[CH2:28]1, predict the reaction product. The product is: [CH2:25]([O:24][C:22]([C:21]1([CH2:6][CH2:7][C:8]2[CH:13]=[CH:12][CH:11]=[CH:10][CH:9]=2)[CH2:28][C:27]([CH3:37])=[CH:20][NH:19]1)=[O:23])[CH3:26].